Dataset: Catalyst prediction with 721,799 reactions and 888 catalyst types from USPTO. Task: Predict which catalyst facilitates the given reaction. (1) Reactant: [NH:1]([C:13]([O:15][CH2:16][C:17]1[CH:22]=[CH:21][CH:20]=[CH:19][CH:18]=1)=[O:14])[CH2:2][C:3]([O:5]N1C(=O)CCC1=O)=O.CCN(C(C)C)C(C)C.[NH2:32][C@H:33]([C:39]([O:41][C:42]([CH3:45])([CH3:44])[CH3:43])=[O:40])[CH2:34][CH2:35][C:36](=[O:38])[OH:37].CCOC(C)=O. Product: [NH:1]([C:13]([O:15][CH2:16][C:17]1[CH:18]=[CH:19][CH:20]=[CH:21][CH:22]=1)=[O:14])[CH2:2][C:3]([NH:32][C@H:33]([C:39]([O:41][C:42]([CH3:45])([CH3:44])[CH3:43])=[O:40])[CH2:34][CH2:35][C:36](=[O:37])[OH:38])=[O:5]. The catalyst class is: 3. (2) Reactant: [NH2:1][C:2]1[N:6]([C:7]2[CH:12]=[CH:11][CH:10]=[CH:9][CH:8]=2)[N:5]=[CH:4][C:3]=1[C:13]#[N:14].[C:15](Cl)(=[O:24])[C:16]1[CH:21]=[CH:20][CH:19]=[C:18]([O:22][CH3:23])[CH:17]=1.C(N(CC)CC)C.C(Cl)(=O)C1C=CC(OC)=CC=1. Product: [CH3:23][O:22][C:18]1[CH:17]=[C:16]([CH:21]=[CH:20][CH:19]=1)[C:15]([NH:1][C:2]1[N:6]([C:7]2[CH:12]=[CH:11][CH:10]=[CH:9][CH:8]=2)[N:5]=[CH:4][C:3]=1[C:13]#[N:14])=[O:24]. The catalyst class is: 119.